Dataset: Reaction yield outcomes from USPTO patents with 853,638 reactions. Task: Predict the reaction yield, written as a fraction of the theoretical maximum amount of product (1.0 means a 100% yield; for example, 0.34 means a 34% yield). (1) The reactants are [NH2:1][C:2]1[CH:21]=[CH:20][C:5]([O:6][C:7]2[C:16]3[C:11](=[CH:12][C:13]([OH:19])=[C:14]([C:17]#[N:18])[CH:15]=3)[N:10]=[CH:9][CH:8]=2)=[CH:4][C:3]=1[Cl:22].CC1C=CC(S(O[CH2:34][C@H:35]2[CH2:37][O:36]2)(=O)=O)=CC=1. No catalyst specified. The product is [NH2:1][C:2]1[CH:21]=[CH:20][C:5]([O:6][C:7]2[C:16]3[C:11](=[CH:12][C:13]([O:19][CH2:34][C@H:35]4[CH2:37][O:36]4)=[C:14]([C:17]#[N:18])[CH:15]=3)[N:10]=[CH:9][CH:8]=2)=[CH:4][C:3]=1[Cl:22]. The yield is 0.168. (2) The reactants are [N:1]([CH2:4][C@@H:5]1[CH2:7][C@H:6]1[C:8]([O:10][CH2:11][CH3:12])=[O:9])=[N+]=[N-].[H][H]. The catalyst is [Pd].CO. The product is [NH2:1][CH2:4][C@@H:5]1[CH2:7][C@H:6]1[C:8]([O:10][CH2:11][CH3:12])=[O:9]. The yield is 0.780. (3) The reactants are [OH:1][C:2]1[C:21]([O:22][CH3:23])=[CH:20][C:5]2[C:6]([C:12]3[CH:13]=[C:14]([CH:17]=[CH:18][CH:19]=3)[C:15]#[N:16])=[N:7][CH2:8][C:9](=[O:11])[NH:10][C:4]=2[CH:3]=1.BrN1C(=O)CCC1=O.[I:32]N1C(=O)CCC1=O. No catalyst specified. The product is [I:32][C:3]1[C:4]2[NH:10][C:9](=[O:11])[CH2:8][N:7]=[C:6]([C:12]3[CH:13]=[C:14]([CH:17]=[CH:18][CH:19]=3)[C:15]#[N:16])[C:5]=2[CH:20]=[C:21]([O:22][CH3:23])[C:2]=1[OH:1]. The yield is 0.830. (4) The catalyst is CO.C1COCC1.O. The product is [C:13]([O:12][C:11]([NH:10][C:9]([NH:18][CH2:19][CH2:20][CH2:21][CH2:22][C@H:23]([NH:44][C:45]([O:47][C:48]([CH3:51])([CH3:50])[CH3:49])=[O:46])[C:24](=[O:43])[NH:25][CH2:26][CH2:27][CH2:28][CH2:29][C@H:30]([NH:35][C:36]([O:38][C:39]([CH3:42])([CH3:41])[CH3:40])=[O:37])[C:31]([OH:33])=[O:32])=[N:8][C:6](=[O:7])[O:5][C:1]([CH3:4])([CH3:3])[CH3:2])=[O:17])([CH3:14])([CH3:15])[CH3:16]. The reactants are [C:1]([O:5][C:6]([NH:8][C:9]([NH:18][CH2:19][CH2:20][CH2:21][CH2:22][C@H:23]([NH:44][C:45]([O:47][C:48]([CH3:51])([CH3:50])[CH3:49])=[O:46])[C:24](=[O:43])[NH:25][CH2:26][CH2:27][CH2:28][CH2:29][C@H:30]([NH:35][C:36]([O:38][C:39]([CH3:42])([CH3:41])[CH3:40])=[O:37])[C:31]([O:33]C)=[O:32])=[N:10][C:11](=[O:17])[O:12][C:13]([CH3:16])([CH3:15])[CH3:14])=[O:7])([CH3:4])([CH3:3])[CH3:2].[OH-].[Na+]. The yield is 0.940.